Dataset: Catalyst prediction with 721,799 reactions and 888 catalyst types from USPTO. Task: Predict which catalyst facilitates the given reaction. (1) Product: [Cl:26][C:21]1[CH:20]=[C:19](/[CH:18]=[CH:17]/[C:16]([N:11]2[CH2:12][CH2:13][C:14](=[O:15])[N:8]([CH:4]([CH2:5][CH2:6][OH:7])[C:3]([N:41]([CH3:42])[CH3:39])=[O:28])[CH2:9][CH2:10]2)=[O:27])[CH:24]=[CH:23][C:22]=1[Cl:25]. Reactant: CO[C:3](=[O:28])[CH:4]([N:8]1[C:14](=[O:15])[CH2:13][CH2:12][N:11]([C:16](=[O:27])/[CH:17]=[CH:18]/[C:19]2[CH:24]=[CH:23][C:22]([Cl:25])=[C:21]([Cl:26])[CH:20]=2)[CH2:10][CH2:9]1)[CH2:5][CH2:6][OH:7].ClC1C=C(/C=C/[C:39]([N:41]2CCC(=O)N(C3CCOC3=O)C[CH2:42]2)=O)C=CC=1Cl.N1CCCCC1. The catalyst class is: 14. (2) Reactant: [NH2:1][C:2]1[N:6]([C:7]2[C:15]([Cl:16])=[C:10]3[CH2:11][CH2:12][CH2:13][CH2:14][N:9]3[N:8]=2)[N:5]=[CH:4][C:3]=1[C:17]#[N:18].[CH:19]1([C:22](Cl)=[O:23])[CH2:21][CH2:20]1.O. Product: [Cl:16][C:15]1[C:7]([N:6]2[C:2]([NH:1][C:22]([CH:19]3[CH2:21][CH2:20]3)=[O:23])=[C:3]([C:17]#[N:18])[CH:4]=[N:5]2)=[N:8][N:9]2[CH2:14][CH2:13][CH2:12][CH2:11][C:10]=12. The catalyst class is: 10. (3) Reactant: C(OC(=O)[N:7]([C:22]1[S:23][C:24]([CH:27]=[O:28])=[CH:25][N:26]=1)[C:8]1[CH:13]=[CH:12][C:11]([N:14]2[CH:18]=[C:17]([CH3:19])[N:16]=[CH:15]2)=[C:10]([O:20][CH3:21])[CH:9]=1)(C)(C)C.[Cl:30][C:31]1[CH:36]=[CH:35][C:34]([Mg]Br)=[CH:33][CH:32]=1.[Cl-].[NH4+]. Product: [Cl:30][C:31]1[CH:36]=[CH:35][C:34]([CH:27]([C:24]2[S:23][C:22]([NH:7][C:8]3[CH:13]=[CH:12][C:11]([N:14]4[CH:18]=[C:17]([CH3:19])[N:16]=[CH:15]4)=[C:10]([O:20][CH3:21])[CH:9]=3)=[N:26][CH:25]=2)[OH:28])=[CH:33][CH:32]=1. The catalyst class is: 305.